Binary Classification. Given a T-cell receptor sequence (or CDR3 region) and an epitope sequence, predict whether binding occurs between them. From a dataset of TCR-epitope binding with 47,182 pairs between 192 epitopes and 23,139 TCRs. (1) The epitope is FLPRVFSAV. The TCR CDR3 sequence is CSVDRVDYNEQFF. Result: 1 (the TCR binds to the epitope). (2) The epitope is IYSKHTPINL. Result: 1 (the TCR binds to the epitope). The TCR CDR3 sequence is CASSLPYSSGGELFF.